From a dataset of Peptide-MHC class II binding affinity with 134,281 pairs from IEDB. Regression. Given a peptide amino acid sequence and an MHC pseudo amino acid sequence, predict their binding affinity value. This is MHC class II binding data. The peptide sequence is APEVEYTVFETALKK. The MHC is HLA-DQA10301-DQB10302 with pseudo-sequence HLA-DQA10301-DQB10302. The binding affinity (normalized) is 0.307.